Task: Predict the product of the given reaction.. Dataset: Forward reaction prediction with 1.9M reactions from USPTO patents (1976-2016) (1) The product is: [CH3:22][S:23]([O:14][CH:7]([CH2:8][CH2:9]/[CH:10]=[CH:11]\[CH2:12][CH3:13])[CH2:6][CH2:5]/[CH:4]=[CH:3]\[CH2:2][CH3:1])(=[O:25])=[O:24]. Given the reactants [CH3:1][CH2:2]/[CH:3]=[CH:4]\[CH2:5][CH2:6][CH:7]([OH:14])[CH2:8][CH2:9]/[CH:10]=[CH:11]\[CH2:12][CH3:13].C(N(CC)CC)C.[CH3:22][S:23](Cl)(=[O:25])=[O:24], predict the reaction product. (2) Given the reactants Cl.[F:2][C:3]1[C:8]([O:9][CH2:10][CH2:11][OH:12])=[CH:7][C:6]([O:13][CH3:14])=[CH:5][C:4]=1[C@@H:15]([NH:28][C:29]1[CH:37]=[CH:36][C:32]([C:33]([NH2:35])=[NH:34])=[CH:31][CH:30]=1)[C:16]1[NH:20][C:19](=[O:21])[N:18]([C:22]2[N:27]=[CH:26][CH:25]=[CH:24][N:23]=2)[N:17]=1.C(=O)([O-])[O-].[K+].[K+].[C:44](=[O:57])(OC1C=CC=CC=1)[O:45][CH2:46][C:47]([CH3:49])=[CH2:48].[C:58](OC(=O)C)(=[O:60])[CH3:59].C(=O)([O-])O.[Na+], predict the reaction product. The product is: [NH2:34][C:33](=[N:35][C:44]([O:45][CH2:46][C:47]([CH3:49])=[CH2:48])=[O:57])[C:32]1[CH:31]=[CH:30][C:29]([NH:28][C@@H:15]([C:16]2[NH:20][C:19](=[O:21])[N:18]([C:22]3[N:23]=[CH:24][CH:25]=[CH:26][N:27]=3)[N:17]=2)[C:4]2[C:3]([F:2])=[C:8]([CH:7]=[C:6]([O:13][CH3:14])[CH:5]=2)[O:9][CH2:10][CH2:11][O:12][C:58](=[O:60])[CH3:59])=[CH:37][CH:36]=1.